This data is from Reaction yield outcomes from USPTO patents with 853,638 reactions. The task is: Predict the reaction yield, written as a fraction of the theoretical maximum amount of product (1.0 means a 100% yield; for example, 0.34 means a 34% yield). (1) The reactants are [Cl:1][C:2]1[CH:7]=[CH:6][N:5]=[C:4]2[NH:8][CH:9]=[CH:10][C:3]=12.[H-].[Na+].[CH:13]([Si:16](Cl)([CH:20]([CH3:22])[CH3:21])[CH:17]([CH3:19])[CH3:18])([CH3:15])[CH3:14].[Cl-].[NH4+]. The catalyst is C1COCC1. The product is [Cl:1][C:2]1[CH:7]=[CH:6][N:5]=[C:4]2[N:8]([Si:16]([CH:20]([CH3:22])[CH3:21])([CH:17]([CH3:19])[CH3:18])[CH:13]([CH3:15])[CH3:14])[CH:9]=[CH:10][C:3]=12. The yield is 0.990. (2) The reactants are [CH2:1]([NH2:8])[C:2]1[CH:7]=[CH:6][CH:5]=[CH:4][CH:3]=1.C(O[BH-](OC(=O)C)OC(=O)C)(=O)C.[Na+].C(O)(=O)C.[NH:27]1[C:35]2[C:30](=[CH:31][CH:32]=[CH:33][C:34]=2[CH:36]=O)[CH:29]=[CH:28]1. The catalyst is ClCCCl.ClCCl. The product is [CH2:1]([NH:8][CH2:36][C:34]1[CH:33]=[CH:32][CH:31]=[C:30]2[C:35]=1[NH:27][CH:28]=[CH:29]2)[C:2]1[CH:7]=[CH:6][CH:5]=[CH:4][CH:3]=1. The yield is 0.820. (3) The reactants are I[C:2]1[C:10]2[S:9][C:8]([NH:11][C:12]([C:14]3[S:15][C:16]([CH3:19])=[CH:17][CH:18]=3)=[O:13])=[N:7][C:6]=2[C:5]([O:20][CH3:21])=[CH:4][CH:3]=1.[CH3:22][N:23]([CH3:33])[C:24]1[CH:25]=[C:26](B(O)O)[CH:27]=[CH:28][CH:29]=1. No catalyst specified. The product is [CH3:22][N:23]([CH3:33])[C:24]1[CH:29]=[C:28]([C:2]2[C:10]3[S:9][C:8]([NH:11][C:12]([C:14]4[S:15][C:16]([CH3:19])=[CH:17][CH:18]=4)=[O:13])=[N:7][C:6]=3[C:5]([O:20][CH3:21])=[CH:4][CH:3]=2)[CH:27]=[CH:26][CH:25]=1. The yield is 0.710. (4) The reactants are [CH2:1]([OH:5])[C:2](=[CH2:4])[CH3:3].F[C:7]1[CH:8]=[C:9]([CH3:16])[CH:10]=[CH:11][C:12]=1[N+:13]([O-:15])=[O:14].[CH3:17][C:18]1[CH:24]=[CH:23][C:21]([NH2:22])=[C:20]([O:25][CH2:26][C:27]([CH3:29])=[CH2:28])[CH:19]=1.[NH2:30][C:31]1[S:32][CH:33]=[CH:34][N:35]=1. No catalyst specified. The product is [CH3:4][C:2](=[CH2:3])[CH2:1][O:5][C:7]1[CH:8]=[C:9]([CH3:16])[CH:10]=[CH:11][C:12]=1[N+:13]([O-:15])=[O:14].[CH3:17][C:18]1[CH:24]=[CH:23][C:21]([NH:22][C:1]([NH:30][C:31]2[S:32][CH:33]=[CH:34][N:35]=2)=[O:5])=[C:20]([O:25][CH2:26][C:27]([CH3:29])=[CH2:28])[CH:19]=1. The yield is 0.750.